From a dataset of Full USPTO retrosynthesis dataset with 1.9M reactions from patents (1976-2016). Predict the reactants needed to synthesize the given product. (1) Given the product [CH2:17]([N:19]1[C:31]2[CH:30]=[CH:29][C:28]([NH:32][C:10]([C@@H:9]3[CH2:13][C:14](=[CH2:16])[CH2:15][NH:8]3)=[O:12])=[CH:27][C:26]=2[C:25]2[C:20]1=[CH:21][CH:22]=[CH:23][CH:24]=2)[CH3:18], predict the reactants needed to synthesize it. The reactants are: C(OC([N:8]1[CH2:15][C:14](=[CH2:16])[CH2:13][C@H:9]1[C:10]([OH:12])=O)=O)(C)(C)C.[CH2:17]([N:19]1[C:31]2[CH:30]=[CH:29][C:28]([NH2:32])=[CH:27][C:26]=2[C:25]2[C:20]1=[CH:21][CH:22]=[CH:23][CH:24]=2)[CH3:18]. (2) Given the product [NH2:16][CH2:15][C@:8]1([CH2:7][C:6]([OH:17])=[O:5])[CH2:14][C@@H:13]2[C@H:9]1[CH:10]=[CH:11][CH2:12]2, predict the reactants needed to synthesize it. The reactants are: C([O:5][C:6](=[O:17])[CH2:7][C@@:8]1([CH2:15][NH2:16])[CH2:14][C@@H:13]2[C@H:9]1[CH:10]=[CH:11][CH2:12]2)(C)(C)C.